Dataset: Forward reaction prediction with 1.9M reactions from USPTO patents (1976-2016). Task: Predict the product of the given reaction. (1) Given the reactants [CH3:1][C:2]1[N:3]=[CH:4][N:5]([C:7]2[CH:12]=[CH:11][C:10]([NH:13][C:14]([NH2:16])=[S:15])=[CH:9][CH:8]=2)[CH:6]=1.[C:17]1([C:23]([CH:25](Br)[C:26]2[CH:31]=[CH:30][CH:29]=[CH:28][CH:27]=2)=O)[CH:22]=[CH:21][CH:20]=[CH:19][CH:18]=1, predict the reaction product. The product is: [C:17]1([C:23]2[N:16]=[C:14]([NH:13][C:10]3[CH:9]=[CH:8][C:7]([N:5]4[CH:6]=[C:2]([CH3:1])[N:3]=[CH:4]4)=[CH:12][CH:11]=3)[S:15][C:25]=2[C:26]2[CH:27]=[CH:28][CH:29]=[CH:30][CH:31]=2)[CH:22]=[CH:21][CH:20]=[CH:19][CH:18]=1. (2) Given the reactants [Cl:1][C:2]1[N:7]=[C:6]2[NH:8][N:9]=[C:10]([I:11])[C:5]2=[C:4]([CH:12]([F:14])[F:13])[CH:3]=1.Cl.Cl[CH2:17][CH2:18][N:19]([CH3:21])[CH3:20].C(=O)([O-])[O-].[Cs+].[Cs+].O, predict the reaction product. The product is: [Cl:1][C:2]1[N:7]=[C:6]2[N:8]([CH2:17][CH2:18][N:19]([CH3:21])[CH3:20])[N:9]=[C:10]([I:11])[C:5]2=[C:4]([CH:12]([F:13])[F:14])[CH:3]=1.